Dataset: Reaction yield outcomes from USPTO patents with 853,638 reactions. Task: Predict the reaction yield, written as a fraction of the theoretical maximum amount of product (1.0 means a 100% yield; for example, 0.34 means a 34% yield). (1) The reactants are [Br:1][C:2]1[CH:3]=[CH:4][C:5]2[O:9][CH:8]([CH:10]3[CH2:15][CH2:14][NH:13][CH2:12][CH2:11]3)[CH2:7][C:6]=2[CH:16]=1.CCN(CC)CC.[CH2:24]([S:27](Cl)(=[O:29])=[O:28])[CH2:25][CH3:26]. The catalyst is C(Cl)Cl. The product is [Br:1][C:2]1[CH:3]=[CH:4][C:5]2[O:9][CH:8]([CH:10]3[CH2:11][CH2:12][N:13]([S:27]([CH2:24][CH2:25][CH3:26])(=[O:29])=[O:28])[CH2:14][CH2:15]3)[CH2:7][C:6]=2[CH:16]=1. The yield is 0.840. (2) The reactants are [NH2:1][C:2]1[CH:18]=[CH:17][C:16]([F:19])=[CH:15][C:3]=1[C:4]([NH:6][C:7]1[CH:12]=[CH:11][CH:10]=[C:9]([Br:13])[C:8]=1[CH3:14])=[O:5].Cl[C:21](Cl)([O:23]C(=O)OC(Cl)(Cl)Cl)Cl.C([O-])(O)=O.[Na+]. The catalyst is C1COCC1. The product is [Br:13][C:9]1[C:8]([CH3:14])=[C:7]([N:6]2[C:4](=[O:5])[C:3]3[C:2](=[CH:18][CH:17]=[C:16]([F:19])[CH:15]=3)[NH:1][C:21]2=[O:23])[CH:12]=[CH:11][CH:10]=1. The yield is 0.870. (3) The reactants are C(N(CC)CC)C.[C:8]([C:12]1[O:16][N:15]=[C:14]([NH:17][C:18](=[O:26])OC2C=CC=CC=2)[CH:13]=1)([CH3:11])([CH3:10])[CH3:9].[NH2:27][C:28]1[S:29][C:30]([Br:33])=[CH:31][N:32]=1. The catalyst is O1CCOCC1. The product is [Br:33][C:30]1[S:29][C:28]([NH:27][C:18]([NH:17][C:14]2[CH:13]=[C:12]([C:8]([CH3:9])([CH3:10])[CH3:11])[O:16][N:15]=2)=[O:26])=[N:32][CH:31]=1. The yield is 0.200. (4) The reactants are [Cl:1][C:2]1[CH:7]=[C:6]([Cl:8])[CH:5]=[CH:4][C:3]=1[C:9]1[N:10]=[C:11](/[CH:16]=[CH:17]/[C:18]2[CH:23]=[CH:22][C:21]([C:24]3[CH:29]=[CH:28][C:27]([OH:30])=[CH:26][CH:25]=3)=[CH:20][CH:19]=2)[N:12]([CH2:14][CH3:15])[CH:13]=1.Br[CH2:32][C:33]1[CH:42]=[CH:41][C:36]([C:37]([O:39]C)=[O:38])=[CH:35][CH:34]=1. No catalyst specified. The product is [Cl:1][C:2]1[CH:7]=[C:6]([Cl:8])[CH:5]=[CH:4][C:3]=1[C:9]1[N:10]=[C:11](/[CH:16]=[CH:17]/[C:18]2[CH:23]=[CH:22][C:21]([C:24]3[CH:25]=[CH:26][C:27]([O:30][CH2:32][C:33]4[CH:42]=[CH:41][C:36]([C:37]([OH:39])=[O:38])=[CH:35][CH:34]=4)=[CH:28][CH:29]=3)=[CH:20][CH:19]=2)[N:12]([CH2:14][CH3:15])[CH:13]=1. The yield is 0.540. (5) The reactants are [I:1][C:2]1[NH:6][C:5]([C@@H:7]2[CH2:11][CH2:10][C@H:9]([CH3:12])[N:8]2[C:13]([O:15]C(C)(C)C)=O)=[N:4][CH:3]=1.Cl.[CH3:21][O:22][C:23]([NH:25][C@@H:26]([CH:30]([CH3:32])[CH3:31])C(O)=O)=O.[CH3:33]N(C(ON1N=NC2C=CC=NC1=2)=[N+](C)C)C.F[P-](F)(F)(F)(F)F.C(N(C(C)C)CC)(C)C. The catalyst is ClCCl. The product is [I:1][C:2]1[NH:6][C:5]([C@@H:7]2[CH2:11][CH2:10][C@H:9]([CH3:12])[N:8]2[C:13](=[O:15])[C@@H:26]([NH:25][C:23]([O:22][CH3:21])=[CH2:33])[CH:30]([CH3:32])[CH3:31])=[N:4][CH:3]=1. The yield is 0.940. (6) The reactants are [F:1][C:2]1[CH:7]=[CH:6][CH:5]=[CH:4][C:3]=1[N:8]1[C:12]([C:13]2[N:14]=[CH:15][N:16]([C:18]3[CH:26]=[CH:25][C:21]([C:22]([OH:24])=O)=[CH:20][N:19]=3)[CH:17]=2)=[C:11]([CH3:27])[N:10]=[N:9]1.[CH:28]1([NH2:31])[CH2:30][CH2:29]1. No catalyst specified. The product is [CH:28]1([NH:31][C:22](=[O:24])[C:21]2[CH:25]=[CH:26][C:18]([N:16]3[CH:17]=[C:13]([C:12]4[N:8]([C:3]5[CH:4]=[CH:5][CH:6]=[CH:7][C:2]=5[F:1])[N:9]=[N:10][C:11]=4[CH3:27])[N:14]=[CH:15]3)=[N:19][CH:20]=2)[CH2:30][CH2:29]1. The yield is 0.510. (7) The reactants are [F:1][C:2]1[C:3]2[N:4]([CH:12]=[CH:13][N:14]=2)[CH:5]=[CH:6][C:7]=1[C:8]([OH:11])([CH3:10])[CH3:9].Br[C:16]1[CH:17]=[C:18]([C:23]2[C:24]([C:30]#[N:31])=[CH:25][C:26]([F:29])=[CH:27][CH:28]=2)[CH:19]=[C:20]([F:22])[CH:21]=1. No catalyst specified. The product is [F:29][C:26]1[CH:25]=[C:24]([C:30]#[N:31])[C:23]([C:18]2[CH:17]=[C:16]([C:12]3[N:4]4[CH:5]=[CH:6][C:7]([C:8]([OH:11])([CH3:10])[CH3:9])=[C:2]([F:1])[C:3]4=[N:14][CH:13]=3)[CH:21]=[C:20]([F:22])[CH:19]=2)=[CH:28][CH:27]=1. The yield is 0.200. (8) The yield is 0.810. The product is [CH:1]([C@H:14]1[O:19][CH2:18][C@@H:17]([NH:20][CH2:26][C:25]2[CH:28]=[CH:29][C:22]([I:21])=[CH:23][CH:24]=2)[CH2:16][CH2:15]1)([C:8]1[CH:13]=[CH:12][CH:11]=[CH:10][CH:9]=1)[C:2]1[CH:3]=[CH:4][CH:5]=[CH:6][CH:7]=1. The catalyst is ClCCCl.CO. The reactants are [CH:1]([C@H:14]1[O:19][CH2:18][C@@H:17]([NH2:20])[CH2:16][CH2:15]1)([C:8]1[CH:13]=[CH:12][CH:11]=[CH:10][CH:9]=1)[C:2]1[CH:7]=[CH:6][CH:5]=[CH:4][CH:3]=1.[I:21][C:22]1[CH:29]=[CH:28][C:25]([CH:26]=O)=[CH:24][CH:23]=1.C(O)(=O)C.[BH3-]C#N.[Na+].